From a dataset of Reaction yield outcomes from USPTO patents with 853,638 reactions. Predict the reaction yield, written as a fraction of the theoretical maximum amount of product (1.0 means a 100% yield; for example, 0.34 means a 34% yield). (1) The reactants are [C:1]([Si:5]([CH3:17])([CH3:16])[N:6]1[C:14]2[C:9](=[CH:10][C:11]([F:15])=[CH:12][CH:13]=2)[CH:8]=[CH:7]1)([CH3:4])([CH3:3])[CH3:2].CN(C)CCN(C)C.[B:26](OC(C)C)([O:31]C(C)C)[O:27]C(C)C.Cl. The catalyst is C1COCC1.C([Li])(CC)C.O. The product is [C:1]([Si:5]([CH3:17])([CH3:16])[N:6]1[C:14]2[C:9](=[C:10]([B:26]([OH:31])[OH:27])[C:11]([F:15])=[CH:12][CH:13]=2)[CH:8]=[CH:7]1)([CH3:4])([CH3:3])[CH3:2]. The yield is 0.710. (2) The reactants are [H-].[Na+].[Cl:3][C:4]1[CH:9]=[CH:8][CH:7]=[CH:6][C:5]=1[OH:10].F[C:12]1[C:21]2[C:16](=[CH:17][CH:18]=[CH:19][CH:20]=2)[C:15]([CH:22]=[O:23])=[CH:14][CH:13]=1.Cl. The catalyst is CS(C)=O. The product is [Cl:3][C:4]1[CH:9]=[CH:8][CH:7]=[CH:6][C:5]=1[O:10][C:12]1[C:21]2[C:16](=[CH:17][CH:18]=[CH:19][CH:20]=2)[C:15]([CH:22]=[O:23])=[CH:14][CH:13]=1. The yield is 0.270.